From a dataset of Drug-target binding data from BindingDB using IC50 measurements. Regression. Given a target protein amino acid sequence and a drug SMILES string, predict the binding affinity score between them. We predict pIC50 (pIC50 = -log10(IC50 in M); higher means more potent). Dataset: bindingdb_ic50. (1) The compound is C=CC(=O)NC1CCN(S(=O)(=O)c2ccc(C(=O)NCCc3ccc(OC)cc3)cc2)CC1. The target protein (P21981) has sequence MAEELLLERCDLEIQANGRDHHTADLCQEKLVLRRGQRFRLTLYFEGRGYEASVDSLTFGAVTGPDPSEEAGTKARFSLSDNVEEGSWSASVLDQQDNVLSLQLCTPANAPIGLYRLSLEASTGYQGSSFVLGHFILLYNAWCPADDVYLDSEEERREYVLTQQGFIYQGSVKFIKSVPWNFGQFEDGILDTCLMLLDMNPKFLKNRSRDCSRRSSPIYVGRVVSAMVNCNDDQGVLLGRWDNNYGDGISPMAWIGSVDILRRWKEHGCQQVKYGQCWVFAAVACTVLRCLGIPTRVVTNYNSAHDQNSNLLIEYFRNEFGELESNKSEMIWNFHCWVESWMTRPDLQPGYEGWQAIDPTPQEKSEGTYCCGPVSVRAIKEGDLSTKYDAPFVFAEVNADVVDWIRQEDGSVLKSINRSLVVGQKISTKSVGRDDREDITHTYKYPEGSPEEREVFTKANHLNKLAEKEETGVAMRIRVGDSMSMGNDFDVFAHIGNDTS.... The pIC50 is 7.3. (2) The small molecule is Nc1ncnc2c1nc1n2[C@@H]2O[C@H](COS(=O)(=O)NC(=O)[C@@H](O)CCC1)[C@@H](O)[C@H]2O. The target protein sequence is MISGAPSQDSLLPDNRHAADYQQLRERLIQELNLTPQQLHEESNLIQAGLDSIRLMRWLHWFRKNGYRLTLRELYAAPTLAAWNQLMLSRSPENAEEETPPDESSWPNMTESTPFPLTPVQHAYLTGRMPGQTLGGVGCHLYQEFEGHCLTASQLEQAITTLLQRHPMLHIAFRPDGQQVWLPQPYWNGVTVHDLRHNDAESRQAYLDALRQRLSHRLLRVEIGETFDFQLTLLPDNRHRLHVNIDLLIMDASSFTLFFDELNALLAGESLPAIDTRYDFRSYLLHQQKINQPLRDDARAYWLAKASTLPPAPVLPLACEPATLREVRNTRRRMIVPATRWHAFSNRAGEYGVTPTMALATCFSAVLARWGGLTRLLLNITLFDRQPLHPAVGAMLADFTNILLLDTACDGDTVSNLARKNQLTFTEDWEHRHWSGVELLRELKRQQRYPHGAPVVFTSNLGRSLYSSRAESPLGEPEWGISQTPQVWIDHLAFEHHGEV.... The pIC50 is 3.0.